Dataset: Forward reaction prediction with 1.9M reactions from USPTO patents (1976-2016). Task: Predict the product of the given reaction. The product is: [CH2:16]([O:18][C:19](=[O:38])[CH2:20][C:21]1[CH:22]=[C:23]([C:5]2[CH:4]=[CH:3][C:2]([Br:1])=[CH:14][C:6]=2[CH2:7][N:8]([C:9]([O:10][C:6]([CH3:14])([CH3:7])[CH3:5])=[O:11])[CH2:12][CH3:13])[C:24]([O:27][CH3:28])=[CH:25][CH:26]=1)[CH3:17]. Given the reactants [Br:1][C:2]1[CH:3]=[CH:4][C:5](I)=[C:6]([CH:14]=1)[CH2:7][N:8]([CH2:12][CH3:13])[C:9](=[O:11])[OH:10].[CH2:16]([O:18][C:19](=[O:38])[CH2:20][C:21]1[CH:26]=[CH:25][C:24]([O:27][CH3:28])=[C:23](B2OC(C)(C)C(C)(C)O2)[CH:22]=1)[CH3:17], predict the reaction product.